Dataset: Reaction yield outcomes from USPTO patents with 853,638 reactions. Task: Predict the reaction yield, written as a fraction of the theoretical maximum amount of product (1.0 means a 100% yield; for example, 0.34 means a 34% yield). (1) The reactants are Br[C:2]1[CH:3]=[C:4]2[C:9](=[CH:10][CH:11]=1)[N:8]=[C:7]([C:12]1[CH:13]=[CH:14][C:15]3[N:19]=[C:18]([C@@H:20]4[CH2:25][C@@H:24]5[C@@H:22]([CH2:23]5)[N:21]4[C:26]([O:28][C:29]([CH3:32])([CH3:31])[CH3:30])=[O:27])[NH:17][C:16]=3[CH:33]=1)[CH:6]=[N:5]2.CC([O-])=O.[K+].[B:39]1(B2OC(C)(C)C(C)(C)O2)[O:43]C(C)(C)C(C)(C)[O:40]1. The catalyst is O1CCOCC1.C1C=CC([P]([Pd]([P](C2C=CC=CC=2)(C2C=CC=CC=2)C2C=CC=CC=2)([P](C2C=CC=CC=2)(C2C=CC=CC=2)C2C=CC=CC=2)[P](C2C=CC=CC=2)(C2C=CC=CC=2)C2C=CC=CC=2)(C2C=CC=CC=2)C2C=CC=CC=2)=CC=1. The product is [C:29]([O:28][C:26]([N:21]1[C@H:20]([C:18]2[NH:17][C:16]3[CH:33]=[C:12]([C:7]4[CH:6]=[N:5][C:4]5[C:9](=[CH:10][CH:11]=[C:2]([B:39]([OH:43])[OH:40])[CH:3]=5)[N:8]=4)[CH:13]=[CH:14][C:15]=3[N:19]=2)[CH2:25][C@@H:24]2[C@H:22]1[CH2:23]2)=[O:27])([CH3:32])([CH3:31])[CH3:30]. The yield is 0.600. (2) The reactants are C([O:8][C:9]1[CH:10]=[C:11]2[C:16](=[CH:17][CH:18]=1)[C:15](=[O:19])[N:14]([CH2:20][CH:21]([CH3:23])[CH3:22])[C:13]([CH2:24][NH:25][C:26](=[O:32])[O:27][C:28]([CH3:31])([CH3:30])[CH3:29])=[C:12]2[C:33]1[CH:38]=[CH:37][CH:36]=[CH:35][CH:34]=1)C1C=CC=CC=1. The catalyst is O1CCCC1.C(O)C.[C].[Pd]. The product is [OH:8][C:9]1[CH:10]=[C:11]2[C:16](=[CH:17][CH:18]=1)[C:15](=[O:19])[N:14]([CH2:20][CH:21]([CH3:23])[CH3:22])[C:13]([CH2:24][NH:25][C:26](=[O:32])[O:27][C:28]([CH3:31])([CH3:29])[CH3:30])=[C:12]2[C:33]1[CH:34]=[CH:35][CH:36]=[CH:37][CH:38]=1. The yield is 0.923. (3) The reactants are C[O:2][C:3]([C:5]1[C:6]([C:14]2[CH:19]=[CH:18][CH:17]=[CH:16][C:15]=2[N+:20]([O-:22])=[O:21])=[CH:7][CH:8]=[C:9]([C:11](=[S:13])[NH2:12])[CH:10]=1)=[O:4].[F:23][C:24]1[CH:25]=[C:26]([CH:31]=[CH:32][CH:33]=1)[C:27](=O)[CH2:28]Br. The catalyst is O. The product is [F:23][C:24]1[CH:25]=[C:26]([C:27]2[N:12]=[C:11]([C:9]3[CH:10]=[C:5]([C:3]([OH:2])=[O:4])[C:6]([C:14]4[CH:19]=[CH:18][CH:17]=[CH:16][C:15]=4[N+:20]([O-:22])=[O:21])=[CH:7][CH:8]=3)[S:13][CH:28]=2)[CH:31]=[CH:32][CH:33]=1. The yield is 0.570. (4) No catalyst specified. The yield is 0.550. The reactants are [CH3:1][C:2]1[C:6]([CH2:7][N:8]2[CH:12]=[C:11]([N:13]3[C:17](=[O:18])[CH2:16][NH:15][C:14]3=[O:19])[CH:10]=[N:9]2)=[C:5]([CH3:20])[O:4][N:3]=1.[CH3:21][O:22][C:23]1[CH:24]=[C:25]([CH:28]=[CH:29][CH:30]=1)[CH2:26]Br. The product is [CH3:1][C:2]1[C:6]([CH2:7][N:8]2[CH:12]=[C:11]([N:13]3[C:17](=[O:18])[CH2:16][N:15]([CH2:26][C:25]4[CH:28]=[CH:29][CH:30]=[C:23]([O:22][CH3:21])[CH:24]=4)[C:14]3=[O:19])[CH:10]=[N:9]2)=[C:5]([CH3:20])[O:4][N:3]=1.